From a dataset of Reaction yield outcomes from USPTO patents with 853,638 reactions. Predict the reaction yield, written as a fraction of the theoretical maximum amount of product (1.0 means a 100% yield; for example, 0.34 means a 34% yield). (1) The reactants are [CH2:1]([O:3][C:4]([CH:6]1[CH2:12][CH2:11][C:10]2[CH:13]=[CH:14][C:15]([O:17][CH3:18])=[CH:16][C:9]=2[NH:8][C:7]1=[O:19])=[O:5])[CH3:2].[CH2:20](I)[CH3:21].C([O-])([O-])=O.[Cs+].[Cs+]. The catalyst is C(#N)C. The product is [CH2:1]([O:3][C:4]([CH:6]1[CH2:12][CH2:11][C:10]2[CH:13]=[CH:14][C:15]([O:17][CH3:18])=[CH:16][C:9]=2[N:8]([CH2:20][CH3:21])[C:7]1=[O:19])=[O:5])[CH3:2]. The yield is 0.480. (2) The reactants are [CH2:1]([C:9]([CH2:20][CH2:21][CH2:22][C:23]([F:29])([F:28])[C:24]([F:27])([F:26])[F:25])(C(OCC)=O)[C:10]([O:12][CH2:13][CH3:14])=[O:11])[CH2:2][CH2:3][CH2:4][CH2:5][CH2:6][CH:7]=[CH2:8].[Cl-].[Li+].O.CS(C)=O. The catalyst is CCCCCC.C(OCC)(=O)C.C(OCC)(=O)C. The product is [F:28][C:23]([F:29])([C:24]([F:25])([F:26])[F:27])[CH2:22][CH2:21][CH2:20][CH:9]([CH2:1][CH2:2][CH2:3][CH2:4][CH2:5][CH2:6][CH:7]=[CH2:8])[C:10]([O:12][CH2:13][CH3:14])=[O:11]. The yield is 0.730. (3) The reactants are Cl.[CH2:2]([O:9][CH:10]([CH3:16])[CH:11]([B:13]([OH:15])[OH:14])Cl)[C:3]1[CH:8]=[CH:7][CH:6]=[CH:5][CH:4]=1.[C:17]12([OH:28])[CH2:25][CH:21]([C:22]1([CH3:24])[CH3:23])[CH2:20][CH2:19][C:18]2([OH:27])[CH3:26].[Li+].C[Si]([N-:34][Si](C)(C)C)(C)C. The catalyst is C1COCC1. The product is [CH2:2]([O:9][CH:10]([CH3:16])[CH:11]([B:13]([OH:15])[OH:14])[NH2:34])[C:3]1[CH:8]=[CH:7][CH:6]=[CH:5][CH:4]=1.[C:17]12([OH:28])[CH2:25][CH:21]([C:22]1([CH3:24])[CH3:23])[CH2:20][CH2:19][C:18]2([OH:27])[CH3:26]. The yield is 0.630. (4) The reactants are [Cl:1][C:2]1[CH:7]=[C:6]([N:8](S(C)(=O)=O)[S:9]([CH3:12])(=[O:11])=[O:10])[C:5]([I:17])=[CH:4][N:3]=1.[OH-].[Na+]. The catalyst is C1COCC1. The product is [Cl:1][C:2]1[CH:7]=[C:6]([NH:8][S:9]([CH3:12])(=[O:11])=[O:10])[C:5]([I:17])=[CH:4][N:3]=1. The yield is 0.830. (5) The reactants are [C:1]1([CH3:13])[CH:6]=[CH:5][C:4]([S:7]([CH2:10][N+:11]#[C-:12])(=[O:9])=[O:8])=[CH:3][CH:2]=1.CN(C)C(N(C)C)=N.C(O[CH:26]([C:32]1[CH:37]=[CH:36][CH:35]=[CH:34][CH:33]=1)[CH:27]([N+]([O-])=O)[CH3:28])(=O)C.O. The catalyst is O1CCCC1.C(O)(C)C. The product is [CH3:28][C:27]1[C:26]([C:32]2[CH:37]=[CH:36][CH:35]=[CH:34][CH:33]=2)=[C:10]([S:7]([C:4]2[CH:3]=[CH:2][C:1]([CH3:13])=[CH:6][CH:5]=2)(=[O:8])=[O:9])[NH:11][CH:12]=1. The yield is 0.630. (6) The reactants are C(OC(=O)[NH:7][CH:8]1[CH2:13][CH2:12][N:11]([CH2:14][CH:15]([C:23]2[CH:28]=[CH:27][C:26]([Cl:29])=[C:25]([Cl:30])[CH:24]=2)[C:16]2([OH:22])[CH2:21][CH2:20][CH2:19][CH2:18][CH2:17]2)[CH2:10][CH2:9]1)(C)(C)C.[ClH:32]. The catalyst is C(OCC)C.O1CCOCC1. The product is [ClH:29].[ClH:32].[NH2:7][CH:8]1[CH2:13][CH2:12][N:11]([CH2:14][CH:15]([C:16]2([OH:22])[CH2:21][CH2:20][CH2:19][CH2:18][CH2:17]2)[C:23]2[CH:28]=[CH:27][C:26]([Cl:29])=[C:25]([Cl:30])[CH:24]=2)[CH2:10][CH2:9]1. The yield is 0.820. (7) The reactants are [C:1]([C:5]1[N:10]=[C:9]([CH3:11])[N:8]=[C:7]([N:12]2[CH2:17][CH2:16][N:15]([CH2:18][CH2:19][CH2:20][CH2:21][NH2:22])[CH2:14][CH2:13]2)[CH:6]=1)([CH3:4])([CH3:3])[CH3:2].C1N=CN([C:28]([N:30]2[CH:34]=N[CH:32]=[CH:31]2)=[O:29])C=1.[Cl:35][C:36]1[CH:44]=[CH:43][C:42]2[NH:41][C:40]3CCNC[C:39]=3[C:38]=2[CH:37]=1. The catalyst is C(Cl)(Cl)Cl.CO. The product is [C:1]([C:5]1[N:10]=[C:9]([CH3:11])[N:8]=[C:7]([N:12]2[CH2:13][CH2:14][N:15]([CH2:18][CH2:19][CH2:20][CH2:21][NH:22][C:28]([N:30]3[CH2:31][CH2:32][C:40]4[NH:41][C:42]5[CH:43]=[CH:44][C:36]([Cl:35])=[CH:37][C:38]=5[C:39]=4[CH2:34]3)=[O:29])[CH2:16][CH2:17]2)[CH:6]=1)([CH3:4])([CH3:2])[CH3:3]. The yield is 0.340.